This data is from Full USPTO retrosynthesis dataset with 1.9M reactions from patents (1976-2016). The task is: Predict the reactants needed to synthesize the given product. (1) Given the product [CH3:9][O:8][C:7]1[CH:6]=[C:5]([NH2:10])[CH:4]=[N:3][CH:2]=1, predict the reactants needed to synthesize it. The reactants are: Br[C:2]1[C:7]([O:8][CH3:9])=[CH:6][C:5]([N+:10]([O-])=O)=[C:4](Br)[N:3]=1.[H][H]. (2) Given the product [Cl:19][C:18]1[C:17]2[C:12](=[CH:13][CH:14]=[C:15]([C:20]([C:30]3[N:34]([CH3:35])[C:33]([CH3:36])=[N:32][CH:31]=3)([OH:21])[C:22]3[C:23]([CH3:29])=[N:24][N:25]([CH3:28])[C:26]=3[CH3:27])[CH:16]=2)[N:11]=[C:10]([O:37][CH3:38])[C:9]=1[OH:8], predict the reactants needed to synthesize it. The reactants are: C([O:8][C:9]1[C:10]([O:37][CH3:38])=[N:11][C:12]2[C:17]([C:18]=1[Cl:19])=[CH:16][C:15]([C:20]([C:30]1[N:34]([CH3:35])[C:33]([CH3:36])=[N:32][CH:31]=1)([C:22]1[C:23]([CH3:29])=[N:24][N:25]([CH3:28])[C:26]=1[CH3:27])[OH:21])=[CH:14][CH:13]=2)C1C=CC=CC=1. (3) Given the product [F:1][C:2]1[C:3]([CH3:38])=[C:4]([CH:35]=[CH:36][CH:37]=1)[O:5][C:6]1[C:7]([C:23]([NH2:25])=[O:24])=[C:8]([NH:14][C:15]2[CH:20]=[CH:19][C:18]([I:21])=[CH:17][C:16]=2[F:22])[N:9]([CH3:13])[C:10](=[O:12])[CH:11]=1, predict the reactants needed to synthesize it. The reactants are: [F:1][C:2]1[C:3]([CH3:38])=[C:4]([CH:35]=[CH:36][CH:37]=1)[O:5][C:6]1[C:7]([C:23]([NH:25]CC2C=CC(OC)=CC=2)=[O:24])=[C:8]([NH:14][C:15]2[CH:20]=[CH:19][C:18]([I:21])=[CH:17][C:16]=2[F:22])[N:9]([CH3:13])[C:10](=[O:12])[CH:11]=1.[Cl-].[Al+3].[Cl-].[Cl-].O.Cl. (4) Given the product [BrH:12].[NH2:11][C@H:9]([C:6]1[CH:7]=[CH:8][C:3]([OH:2])=[CH:4][CH:5]=1)[CH3:10], predict the reactants needed to synthesize it. The reactants are: C[O:2][C:3]1[CH:8]=[CH:7][C:6]([C@@H:9]([NH2:11])[CH3:10])=[CH:5][CH:4]=1.[BrH:12]. (5) Given the product [C:12]([O:11][C:9]([N:1]([CH2:36][C:31]1[CH:32]=[CH:33][CH:34]=[CH:35][C:30]=1[O:29][CH2:22][C:23]1[CH:28]=[CH:27][CH:26]=[CH:25][CH:24]=1)[C:2]([O:4][C:5]([CH3:6])([CH3:7])[CH3:8])=[O:3])=[O:10])([CH3:15])([CH3:14])[CH3:13], predict the reactants needed to synthesize it. The reactants are: [NH:1]([C:9]([O:11][C:12]([CH3:15])([CH3:14])[CH3:13])=[O:10])[C:2]([O:4][C:5]([CH3:8])([CH3:7])[CH3:6])=[O:3].CC(C)([O-])C.[K+].[CH2:22]([O:29][C:30]1[CH:35]=[CH:34][CH:33]=[CH:32][C:31]=1[CH2:36]Cl)[C:23]1[CH:28]=[CH:27][CH:26]=[CH:25][CH:24]=1.O.